From a dataset of Reaction yield outcomes from USPTO patents with 853,638 reactions. Predict the reaction yield, written as a fraction of the theoretical maximum amount of product (1.0 means a 100% yield; for example, 0.34 means a 34% yield). (1) The reactants are Cl[CH2:2][C:3]1[CH:8]=[CH:7][C:6]([C:9]2[C:10]([C:28]([F:31])([F:30])[F:29])=[C:11]([CH2:15][O:16][CH:17]3[CH2:20][N:19]([C:21]([NH:23][C:24]([CH3:27])([CH3:26])[CH3:25])=[O:22])[CH2:18]3)[CH:12]=[CH:13][CH:14]=2)=[CH:5][CH:4]=1.[NH:32]1[CH2:37][CH2:36][O:35][CH2:34][CH2:33]1. No catalyst specified. The product is [N:32]1([CH2:2][C:3]2[CH:8]=[CH:7][C:6]([C:9]3[C:10]([C:28]([F:31])([F:30])[F:29])=[C:11]([CH2:15][O:16][CH:17]4[CH2:20][N:19]([C:21]([NH:23][C:24]([CH3:27])([CH3:26])[CH3:25])=[O:22])[CH2:18]4)[CH:12]=[CH:13][CH:14]=3)=[CH:5][CH:4]=2)[CH2:37][CH2:36][O:35][CH2:34][CH2:33]1. The yield is 0.700. (2) The reactants are [C:1]([O:5][C:6]([N:8]1[CH2:13][CH2:12][N:11]([C:14]2[CH:22]=[CH:21][C:17]([C:18]([OH:20])=O)=[CH:16][C:15]=2[F:23])[CH2:10][CH2:9]1)=[O:7])([CH3:4])([CH3:3])[CH3:2].[CH3:24][CH:25]([NH2:27])[CH3:26].Cl.C(N=C=NCCCN(C)C)C.O.N1(O)C2C=CC=CC=2N=N1.CN1CCOCC1. The catalyst is CN(C=O)C.O. The product is [F:23][C:15]1[CH:16]=[C:17]([C:18](=[O:20])[NH:27][CH:25]([CH3:26])[CH3:24])[CH:21]=[CH:22][C:14]=1[N:11]1[CH2:12][CH2:13][N:8]([C:6]([O:5][C:1]([CH3:4])([CH3:3])[CH3:2])=[O:7])[CH2:9][CH2:10]1. The yield is 0.890. (3) The reactants are [Cl:1][C:2]1[C:3]([C:18]2[C:23]([CH3:24])=[CH:22][C:21]([CH3:25])=[CH:20][N:19]=2)=[CH:4][C:5]([N:8]2[CH2:13][CH2:12][C:11]3[N:14]=[C:15]([NH2:17])[S:16][C:10]=3[CH2:9]2)=[N:6][CH:7]=1.[C:26](O)(=[O:28])[CH3:27].CCN(C(C)C)C(C)C.CN(C(ON1N=NC2C=CC=NC1=2)=[N+](C)C)C.F[P-](F)(F)(F)(F)F. The yield is 0.450. The product is [Cl:1][C:2]1[C:3]([C:18]2[C:23]([CH3:24])=[CH:22][C:21]([CH3:25])=[CH:20][N:19]=2)=[CH:4][C:5]([N:8]2[CH2:13][CH2:12][C:11]3[N:14]=[C:15]([NH:17][C:26](=[O:28])[CH3:27])[S:16][C:10]=3[CH2:9]2)=[N:6][CH:7]=1. The catalyst is CN(C=O)C.C(OCC)(=O)C. (4) The reactants are Cl[C:2]1[C:7]([C:8]#[N:9])=[C:6]([Cl:10])[N:5]=[C:4]([S:11][CH3:12])[N:3]=1.C(N(C(C)C)C(C)C)C.Cl.[F:23][C:24]1[CH:29]=[CH:28][C:27]([CH:30]2[CH2:35][CH2:34][NH:33][CH2:32][CH2:31]2)=[CH:26][CH:25]=1. The catalyst is O1CCOCC1. The product is [Cl:10][C:6]1[C:7]([C:8]#[N:9])=[C:2]([N:33]2[CH2:34][CH2:35][CH:30]([C:27]3[CH:26]=[CH:25][C:24]([F:23])=[CH:29][CH:28]=3)[CH2:31][CH2:32]2)[N:3]=[C:4]([S:11][CH3:12])[N:5]=1. The yield is 0.800. (5) The reactants are [C-:1]#[N:2].[Na+].Br[CH2:5][C:6]1[CH:11]=[C:10]([F:12])[C:9]([C:13]2[N:18]=[C:17]([C:19]([O:21][CH3:22])=[O:20])[CH:16]=[CH:15][C:14]=2[F:23])=[C:8]([F:24])[CH:7]=1. The catalyst is O.C(#N)C. The product is [C:1]([CH2:5][C:6]1[CH:11]=[C:10]([F:12])[C:9]([C:13]2[N:18]=[C:17]([C:19]([O:21][CH3:22])=[O:20])[CH:16]=[CH:15][C:14]=2[F:23])=[C:8]([F:24])[CH:7]=1)#[N:2]. The yield is 0.890. (6) The reactants are [F:1][C:2]1[N:7]=[C:6]([O:8][C:9]2[CH:14]=[CH:13][C:12]([C:15]#[C:16][CH2:17]O)=[CH:11][C:10]=2[O:19][CH3:20])[CH:5]=[CH:4][CH:3]=1.C(N(CC)CC)C.CS([Cl:32])(=O)=O.[NH4+].[Cl-]. The catalyst is ClCCl. The product is [Cl:32][CH2:17][CH2:16][CH2:15][C:12]1[CH:13]=[CH:14][C:9]([O:8][C:6]2[CH:5]=[CH:4][CH:3]=[C:2]([F:1])[N:7]=2)=[C:10]([O:19][CH3:20])[CH:11]=1. The yield is 0.470. (7) The reactants are [N:1]([C:4]12[CH2:13][CH:8]3[CH2:9][CH:10]([CH2:12][CH:6]([CH2:7]3)[CH2:5]1)[CH2:11]2)=[N+:2]=[N-:3].[C:14]1([C:20]#[CH:21])[CH:19]=[CH:18][CH:17]=[CH:16][CH:15]=1. The catalyst is C[C-]1C(C)=C(C)C(C)=C1C.C1C=CC(P(C2C=CC=CC=2)C2C=CC=CC=2)=CC=1.C1C=CC(P(C2C=CC=CC=2)C2C=CC=CC=2)=CC=1.Cl[Ru+].C1COCC1. The product is [C:4]12([N:1]3[C:20]([C:14]4[CH:19]=[CH:18][CH:17]=[CH:16][CH:15]=4)=[CH:21][N:3]=[N:2]3)[CH2:5][CH:6]3[CH2:12][CH:10]([CH2:9][CH:8]([CH2:7]3)[CH2:13]1)[CH2:11]2. The yield is 0.520. (8) The reactants are [Br:1][C:2]1[CH:7]=[C:6]([N+:8]([O-:10])=[O:9])[CH:5]=[C:4]([N+]([O-])=O)[CH:3]=1.[CH3:14][N:15]([CH3:19])[CH2:16][CH2:17][OH:18].[OH-].[K+]. The catalyst is CN(C=O)C.O. The product is [Br:1][C:2]1[CH:3]=[C:4]([CH:5]=[C:6]([N+:8]([O-:10])=[O:9])[CH:7]=1)[O:18][CH2:17][CH2:16][N:15]([CH3:19])[CH3:14]. The yield is 0.572. (9) The reactants are [Cl:1][C:2]1[C:12]([CH:13]=O)=[CH:11][C:5]2[NH:6][C:7](=[O:10])[CH2:8][S:9][C:4]=2[CH:3]=1.[CH3:15][O:16][C:17]1[CH:26]=[C:25]2[C:20]([N:21]=[CH:22][C:23]([S:27][CH2:28][CH2:29][N:30]3[CH2:35][CH2:34][CH:33]([NH2:36])[CH2:32][CH2:31]3)=[N:24]2)=[CH:19][CH:18]=1. No catalyst specified. The product is [Cl:1][C:2]1[C:12]([CH2:13][NH:36][CH:33]2[CH2:32][CH2:31][N:30]([CH2:29][CH2:28][S:27][C:23]3[CH:22]=[N:21][C:20]4[C:25](=[CH:26][C:17]([O:16][CH3:15])=[CH:18][CH:19]=4)[N:24]=3)[CH2:35][CH2:34]2)=[CH:11][C:5]2[NH:6][C:7](=[O:10])[CH2:8][S:9][C:4]=2[CH:3]=1. The yield is 0.350. (10) The reactants are [O:1]=[C:2]1[C:6]2([CH2:11][CH2:10][NH:9][CH2:8][CH2:7]2)[N:5]([C:12]2[CH:17]=[CH:16][CH:15]=[CH:14][CH:13]=2)[CH2:4][N:3]1[CH2:18][C:19]1[CH:31]=[CH:30][C:22]([C:23]([O:25][C:26]([CH3:29])([CH3:28])[CH3:27])=[O:24])=[CH:21][CH:20]=1.Cl[CH2:33][CH2:34][CH2:35][N:36]1[C:44]2[C:39](=[CH:40][CH:41]=[CH:42][CH:43]=2)[C:38]([CH3:46])([CH3:45])[C:37]1=[O:47].[I-].[Na+].C(=O)([O-])[O-].[K+].[K+]. The catalyst is CC(=O)CC.CO.ClCCl. The product is [CH3:46][C:38]1([CH3:45])[C:39]2[C:44](=[CH:43][CH:42]=[CH:41][CH:40]=2)[N:36]([CH2:35][CH2:34][CH2:33][N:9]2[CH2:10][CH2:11][C:6]3([N:5]([C:12]4[CH:17]=[CH:16][CH:15]=[CH:14][CH:13]=4)[CH2:4][N:3]([CH2:18][C:19]4[CH:20]=[CH:21][C:22]([C:23]([O:25][C:26]([CH3:28])([CH3:27])[CH3:29])=[O:24])=[CH:30][CH:31]=4)[C:2]3=[O:1])[CH2:7][CH2:8]2)[C:37]1=[O:47]. The yield is 0.850.